This data is from Catalyst prediction with 721,799 reactions and 888 catalyst types from USPTO. The task is: Predict which catalyst facilitates the given reaction. (1) Reactant: C(NC(C)C)(C)C.[Li]CCCC.[Cl:13][C:14]1[CH:19]=[CH:18][C:17]([CH:20]([O:23][Si](C)(C)C)C#N)=[C:16]([F:28])[CH:15]=1.[C:29]([N:32]1[CH2:37][CH2:36][C:35](=[O:38])[CH2:34][CH2:33]1)(=[O:31])[CH3:30]. Product: [Cl:13][C:14]1[CH:19]=[CH:18][C:17]([C:20]([C:35]2([OH:38])[CH2:36][CH2:37][N:32]([C:29](=[O:31])[CH3:30])[CH2:33][CH2:34]2)=[O:23])=[C:16]([F:28])[CH:15]=1. The catalyst class is: 1. (2) Reactant: [H-].[Na+].[CH3:3][C:4]1[CH:5]=[N:6][CH:7]=[CH:8][C:9]=1[NH2:10].[Br:11][C:12]1[CH:20]=[CH:19][C:15]([C:16](Cl)=[O:17])=[CH:14][CH:13]=1. Product: [Br:11][C:12]1[CH:20]=[CH:19][C:15]([C:16]([NH:10][C:9]2[CH:8]=[CH:7][N:6]=[CH:5][C:4]=2[CH3:3])=[O:17])=[CH:14][CH:13]=1. The catalyst class is: 85. (3) Reactant: [Cl:1][C:2]1[CH:7]=[CH:6][CH:5]=[C:4]([Cl:8])[C:3]=1[CH2:9][OH:10].O[C:12]1[CH:17]=[CH:16][C:15]2[C:18]3([CH2:33][O:34][C:14]=2[CH:13]=1)[CH2:23][CH2:22][N:21]([CH2:24][CH2:25][C:26]([O:28][C:29]([CH3:32])([CH3:31])[CH3:30])=[O:27])[CH2:20][CH2:19]3.C1(P(C2C=CC=CC=2)C2C=CC=CC=2)C=CC=CC=1.CC(OC(/N=N/C(OC(C)C)=O)=O)C.Cl.C(O)C. Product: [Cl:1][C:2]1[CH:7]=[CH:6][CH:5]=[C:4]([Cl:8])[C:3]=1[CH2:9][O:10][C:12]1[CH:17]=[CH:16][C:15]2[C:18]3([CH2:33][O:34][C:14]=2[CH:13]=1)[CH2:23][CH2:22][N:21]([CH2:24][CH2:25][C:26]([O:28][C:29]([CH3:30])([CH3:31])[CH3:32])=[O:27])[CH2:20][CH2:19]3. The catalyst class is: 363. (4) Reactant: [O:1]1[CH:5]=[CH:4][CH:3]=[C:2]1[CH2:6][C:7]#N.[OH-:9].[K+].[OH2:11]. Product: [O:1]1[CH:5]=[CH:4][CH:3]=[C:2]1[CH2:6][C:7]([OH:11])=[O:9]. The catalyst class is: 27.